From a dataset of Catalyst prediction with 721,799 reactions and 888 catalyst types from USPTO. Predict which catalyst facilitates the given reaction. (1) Reactant: CC[N:3]([CH2:6][CH3:7])CC.[CH3:20][C:19]([O:18][C:16](O[C:16]([O:18][C:19]([CH3:22])([CH3:21])[CH3:20])=[O:17])=[O:17])([CH3:22])[CH3:21].[CH3:23]O. Product: [C:16]([NH:3][CH:6]1[CH2:7][CH2:23]1)([O:18][C:19]([CH3:20])([CH3:21])[CH3:22])=[O:17]. The catalyst class is: 142. (2) Reactant: C([O:3][CH2:4][CH2:5][O:6][NH:7][C:8]([C:10]1[C:11]([NH:28][C:29]2[CH:34]=[CH:33][C:32]([I:35])=[CH:31][C:30]=2[F:36])=[C:12]2[CH:18]=[N:17][N:16](CC3C=CC(OC)=CC=3)[C:13]2=[N:14][CH:15]=1)=[O:9])=C. Product: [OH:3][CH2:4][CH2:5][O:6][NH:7][C:8]([C:10]1[C:11]([NH:28][C:29]2[CH:34]=[CH:33][C:32]([I:35])=[CH:31][C:30]=2[F:36])=[C:12]2[CH:18]=[N:17][NH:16][C:13]2=[N:14][CH:15]=1)=[O:9]. The catalyst class is: 67. (3) Reactant: [ClH:1].C(OC([N:9]1[CH2:14][CH2:13][N:12]([C:15](=[O:22])[CH2:16][C:17]([O:19][CH2:20][CH3:21])=[O:18])[CH2:11][CH2:10]1)=O)(C)(C)C. Product: [ClH:1].[CH2:20]([O:19][C:17](=[O:18])[CH2:16][C:15](=[O:22])[N:12]1[CH2:13][CH2:14][NH:9][CH2:10][CH2:11]1)[CH3:21]. The catalyst class is: 12. (4) Reactant: [CH2:1]([S:3]([OH:6])(=[O:5])=[O:4])[CH3:2].[CH3:7][N:8]([CH2:15][CH2:16][O:17][C:18]1[CH:31]=[CH:30][C:21]([CH2:22][CH:23]2[S:27][C:26](=[O:28])[NH:25][C:24]2=[O:29])=[CH:20][CH:19]=1)[C:9]1[CH:14]=[CH:13][CH:12]=[CH:11][N:10]=1. Product: [CH2:1]([S:3]([OH:6])(=[O:5])=[O:4])[CH3:2].[CH3:7][N:8]([CH2:15][CH2:16][O:17][C:18]1[CH:31]=[CH:30][C:21]([CH2:22][CH:23]2[S:27][C:26](=[O:28])[NH:25][C:24]2=[O:29])=[CH:20][CH:19]=1)[C:9]1[CH:14]=[CH:13][CH:12]=[CH:11][N:10]=1. The catalyst class is: 41. (5) Reactant: [N:1]1([C:41]([O:43][C:44]([CH3:47])([CH3:46])[CH3:45])=[O:42])[CH2:40][CH2:39][CH2:38][C@H:2]1[C:3]([NH:5][C@H:6]([C:8]([NH:10][C@H:11]([C:28]([O:30]CC1C=CC=CC=1)=[O:29])[CH2:12][CH2:13][CH2:14][CH2:15][NH:16][C:17]([O:19][CH2:20][C:21]1[CH:27]=[CH:26][CH:25]=[CH:24][C:22]=1[Cl:23])=[O:18])=[O:9])[CH3:7])=[O:4].[OH-].[Na+].C(Cl)(Cl)Cl.CO. Product: [N:1]1([C:41]([O:43][C:44]([CH3:45])([CH3:47])[CH3:46])=[O:42])[CH2:40][CH2:39][CH2:38][C@H:2]1[C:3]([NH:5][C@H:6]([C:8]([NH:10][C@H:11]([C:28]([OH:30])=[O:29])[CH2:12][CH2:13][CH2:14][CH2:15][NH:16][C:17]([O:19][CH2:20][C:21]1[CH:27]=[CH:26][CH:25]=[CH:24][C:22]=1[Cl:23])=[O:18])=[O:9])[CH3:7])=[O:4]. The catalyst class is: 5. (6) Reactant: [Br:1][C:2]1[C:3]([CH3:11])=[N:4][CH:5]=[C:6]([N+:8]([O-])=O)[CH:7]=1.O.[NH4+].[Cl-]. Product: [Br:1][C:2]1[CH:7]=[C:6]([NH2:8])[CH:5]=[N:4][C:3]=1[CH3:11]. The catalyst class is: 447.